From a dataset of Catalyst prediction with 721,799 reactions and 888 catalyst types from USPTO. Predict which catalyst facilitates the given reaction. The catalyst class is: 292. Reactant: [Br:1][C:2]1[CH:3]=[C:4]([CH:6]=[CH:7][CH:8]=1)[NH2:5].[CH:9](OCC)(OCC)OCC.[N+:19]([CH2:22]C(OCC)=O)([O-])=O.[C:28]([OH:31])(=[O:30])[CH3:29]. Product: [Br:1][C:2]1[CH:3]=[C:4]([N:5]2[CH:9]=[C:29]([C:28]([OH:31])=[O:30])[N:19]=[CH:22]2)[CH:6]=[CH:7][CH:8]=1.